From a dataset of Catalyst prediction with 721,799 reactions and 888 catalyst types from USPTO. Predict which catalyst facilitates the given reaction. (1) Reactant: [Br:1][C:2]1[CH:3]=[C:4]([CH:8]([CH2:12][CH:13]([CH3:15])[CH3:14])[C:9](O)=[O:10])[CH:5]=[CH:6][CH:7]=1.C(N(CC)CC)C.ClC(OCC)=O.[N-:29]=[N+:30]=[N-:31].[Na+]. Product: [Br:1][C:2]1[CH:3]=[C:4]([CH:8]([CH2:12][CH:13]([CH3:15])[CH3:14])[C:9]([N:29]=[N+:30]=[N-:31])=[O:10])[CH:5]=[CH:6][CH:7]=1. The catalyst class is: 20. (2) Reactant: [NH2:1][CH2:2][CH2:3][CH:4]1[CH2:9][CH2:8][N:7]([C:10]2[C:11]3[O:18][C:17]([C:19]([NH2:21])=[O:20])=[CH:16][C:12]=3[N:13]=[CH:14][N:15]=2)[CH2:6][CH2:5]1.N1C=CC=CC=1.[C:28](Cl)(=[O:33])[C:29]([CH3:32])([CH3:31])[CH3:30]. Product: [C:28]([NH:1][CH2:2][CH2:3][CH:4]1[CH2:9][CH2:8][N:7]([C:10]2[C:11]3[O:18][C:17]([C:19]([NH2:21])=[O:20])=[CH:16][C:12]=3[N:13]=[CH:14][N:15]=2)[CH2:6][CH2:5]1)(=[O:33])[C:29]([CH3:32])([CH3:31])[CH3:30]. The catalyst class is: 2. (3) Reactant: Br[C:2]1[CH:3]=[CH:4][C:5]([O:17][CH2:18][C:19]2[CH:24]=[CH:23][C:22]([F:25])=[C:21]([F:26])[CH:20]=2)=[C:6]([CH:16]=1)[C:7]([NH:9][C:10]1[CH:11]=[N:12][CH:13]=[CH:14][CH:15]=1)=[O:8].CC1(C)C(C)(C)OB([C:35]2[CH:36]=[N:37][N:38](C(OC(C)(C)C)=O)[CH:39]=2)O1.C(=O)([O-])[O-].[Na+].[Na+]. The catalyst class is: 57. Product: [F:26][C:21]1[CH:20]=[C:19]([CH2:18][O:17][C:5]2[CH:4]=[CH:3][C:2]([C:39]3[NH:38][N:37]=[CH:36][CH:35]=3)=[CH:16][C:6]=2[C:7]([NH:9][C:10]2[CH:11]=[N:12][CH:13]=[CH:14][CH:15]=2)=[O:8])[CH:24]=[CH:23][C:22]=1[F:25].